From a dataset of Forward reaction prediction with 1.9M reactions from USPTO patents (1976-2016). Predict the product of the given reaction. (1) Given the reactants [CH3:1][O:2][C:3]([C:5]1[CH:11]=[CH:10][C:8](O)=[CH:7][CH:6]=1)=O.C(O[C:15]([C:17]1[CH:23]=[CH:22][C:20](O)=[CH:19][CH:18]=1)=O)C.C(O[C:28]([C:30]1C=CC(O)=[CH:32][CH:31]=1)=O)(C)C.[CH2:37]([O:41]C(C1C=CC(O)=CC=1)=O)C(C)C.C(OC(C1C=CC(O)=CC=1)=O)CCC.CC1NC=NC=1CSCC/N=C(/NC#N)\NC.C(O)C1C=CC=CC=1, predict the reaction product. The product is: [CH3:28][CH2:30][CH2:31][CH2:32][CH2:18][CH2:19][CH2:20][CH2:22][CH2:23][CH2:17][CH2:15][CH2:6][CH2:7][CH2:8][CH2:10][CH2:11][CH2:5][CH2:3][O:2][CH2:1][CH2:37][OH:41]. (2) Given the reactants [CH:1]1[C:6]([C@H:7]([NH2:11])[C:8]([OH:10])=[O:9])=[CH:5][CH:4]=[C:3]([OH:12])[CH:2]=1.C(=O)([O-])O.[Na+].[C:18](O[C:18]([O:20][C:21]([CH3:24])([CH3:23])[CH3:22])=[O:19])([O:20][C:21]([CH3:24])([CH3:23])[CH3:22])=[O:19], predict the reaction product. The product is: [C:21]([O:20][C:18]([NH:11][C@@H:7]([C:6]1[CH:5]=[CH:4][C:3]([OH:12])=[CH:2][CH:1]=1)[C:8]([OH:10])=[O:9])=[O:19])([CH3:24])([CH3:23])[CH3:22].